Regression/Classification. Given a drug SMILES string, predict its toxicity properties. Task type varies by dataset: regression for continuous values (e.g., LD50, hERG inhibition percentage) or binary classification for toxic/non-toxic outcomes (e.g., AMES mutagenicity, cardiotoxicity, hepatotoxicity). Dataset: herg_karim. From a dataset of hERG potassium channel inhibition data for cardiac toxicity prediction from Karim et al.. The drug is O=C(c1ccc(Cl)cc1)C1CCN(CCc2ccc(Cl)cc2)CC1. The result is 1 (blocker).